Dataset: Catalyst prediction with 721,799 reactions and 888 catalyst types from USPTO. Task: Predict which catalyst facilitates the given reaction. Reactant: Cl.[NH2:2][CH2:3][C:4]([C:6]1[CH:11]=[CH:10][CH:9]=[CH:8][CH:7]=1)=[O:5].[N:12]1[C:21]2[C:16](=[CH:17][C:18]([C:22](O)=O)=[CH:19][CH:20]=2)[CH:15]=[CH:14][CH:13]=1.F[P-](F)(F)(F)(F)F.CN([P+](N(C)C)(N(C)C)Cl)C.C(N(CC)C(C)C)(C)C. The catalyst class is: 37. Product: [C:6]1([C:4]2[O:5][C:22]([C:18]3[CH:17]=[C:16]4[C:21](=[CH:20][CH:19]=3)[N:12]=[CH:13][CH:14]=[CH:15]4)=[N:2][CH:3]=2)[CH:11]=[CH:10][CH:9]=[CH:8][CH:7]=1.